Dataset: Reaction yield outcomes from USPTO patents with 853,638 reactions. Task: Predict the reaction yield, written as a fraction of the theoretical maximum amount of product (1.0 means a 100% yield; for example, 0.34 means a 34% yield). (1) The yield is 0.810. The product is [F:1][C:2]1[CH:3]=[C:4]([N:9]2[C:13]3[CH:14]=[CH:15][CH:16]=[CH:17][C:12]=3[N:11]([CH2:18][CH2:19][CH2:20][N:21]3[CH2:26][CH2:25][NH:24][CH2:23][CH2:22]3)[S:10]2(=[O:34])=[O:35])[CH:5]=[CH:6][C:7]=1[F:8]. The catalyst is ClCCl.O1CCOCC1. The reactants are [F:1][C:2]1[CH:3]=[C:4]([N:9]2[C:13]3[CH:14]=[CH:15][CH:16]=[CH:17][C:12]=3[N:11]([CH2:18][CH2:19][CH2:20][N:21]3[CH2:26][CH2:25][N:24](C(OC(C)(C)C)=O)[CH2:23][CH2:22]3)[S:10]2(=[O:35])=[O:34])[CH:5]=[CH:6][C:7]=1[F:8].Cl. (2) The reactants are [N-:1]=[N+:2]=[N-:3].[Na+].Br[CH2:6][CH2:7][C:8]1[S:12][C:11]([C:13]([O:15][CH:16]([CH3:18])[CH3:17])=[O:14])=[CH:10][CH:9]=1. The catalyst is CN(C=O)C.CCOC(C)=O. The product is [N:1]([CH2:6][CH2:7][C:8]1[S:12][C:11]([C:13]([O:15][CH:16]([CH3:17])[CH3:18])=[O:14])=[CH:10][CH:9]=1)=[N+:2]=[N-:3]. The yield is 0.960. (3) The reactants are [C:1]1([C@H:7]([CH2:14][C:15]2[CH:20]=[CH:19][C:18]([O:21][CH2:22][CH2:23][CH2:24][NH:25][C:26]3[CH:31]=[CH:30][CH:29]=[CH:28][N:27]=3)=[CH:17][CH:16]=2)[CH2:8][C:9]([O:11]CC)=[O:10])[CH:6]=[CH:5][CH:4]=[CH:3][CH:2]=1.O.[OH-].[Li+]. The catalyst is C1COCC1.O. The product is [C:1]1([C@H:7]([CH2:14][C:15]2[CH:20]=[CH:19][C:18]([O:21][CH2:22][CH2:23][CH2:24][NH:25][C:26]3[CH:31]=[CH:30][CH:29]=[CH:28][N:27]=3)=[CH:17][CH:16]=2)[CH2:8][C:9]([OH:11])=[O:10])[CH:6]=[CH:5][CH:4]=[CH:3][CH:2]=1. The yield is 0.430.